This data is from Catalyst prediction with 721,799 reactions and 888 catalyst types from USPTO. The task is: Predict which catalyst facilitates the given reaction. Reactant: [C:1]([NH:8][C:9]1[CH:14]=[CH:13][CH:12]=[C:11](Br)[C:10]=1[F:16])([O:3][C:4]([CH3:7])([CH3:6])[CH3:5])=[O:2].[O:17]1[CH2:22][CH2:21][CH2:20][CH2:19][CH:18]1[N:23]1[C:27](B2OC(C)(C)C(C)(C)O2)=[CH:26][CH:25]=[N:24]1.C(=O)([O-])[O-].[Cs+].[Cs+]. Product: [C:4]([O:3][C:1](=[O:2])[NH:8][C:9]1[CH:14]=[CH:13][CH:12]=[C:11]([C:27]2[N:23]([CH:18]3[CH2:19][CH2:20][CH2:21][CH2:22][O:17]3)[N:24]=[CH:25][CH:26]=2)[C:10]=1[F:16])([CH3:7])([CH3:6])[CH3:5]. The catalyst class is: 149.